Dataset: Forward reaction prediction with 1.9M reactions from USPTO patents (1976-2016). Task: Predict the product of the given reaction. Given the reactants [CH3:1][NH2:2].[Cl:3][C:4]1[CH:5]=[CH:6][C:7]([O:14][CH3:15])=[C:8]([CH2:10][C:11](Cl)=[O:12])[CH:9]=1.C(OCC)C, predict the reaction product. The product is: [Cl:3][C:4]1[CH:5]=[CH:6][C:7]([O:14][CH3:15])=[C:8]([CH2:10][C:11]([NH:2][CH3:1])=[O:12])[CH:9]=1.